This data is from Retrosynthesis with 50K atom-mapped reactions and 10 reaction types from USPTO. The task is: Predict the reactants needed to synthesize the given product. (1) Given the product Cc1ccc2c(N3CCN(CC(C)c4cccc(N)c4)CC3)cccc2n1, predict the reactants needed to synthesize it. The reactants are: Cc1ccc2c(N3CCN(CC(C)c4cccc([N+](=O)[O-])c4)CC3)cccc2n1. (2) Given the product CCCCC(CC)COCCCCCCCCCCOCC1CO1, predict the reactants needed to synthesize it. The reactants are: CCCCC(CC)COCCCCCCCCCCO.ClCC1CO1. (3) Given the product NS(=O)(=O)Cc1ccc(CC(=O)N2CCN(c3ncnc4sc(CC(F)(F)F)cc34)CC2)cc1, predict the reactants needed to synthesize it. The reactants are: FC(F)(F)Cc1cc2c(N3CCNCC3)ncnc2s1.NS(=O)(=O)Cc1ccc(CC(=O)O)cc1. (4) Given the product COc1ccc2c(N3CCc4cccc(C)c43)ncnc2c1, predict the reactants needed to synthesize it. The reactants are: COc1ccc2c(Cl)ncnc2c1.Cc1cccc2c1NCC2. (5) The reactants are: CCCCN(CCCC)C(=O)c1nn(-c2ccc(OC)cc2C(=O)O)c(C)c1Cl.OC[C@@H]1Cc2ccccc2CN1. Given the product CCCCN(CCCC)C(=O)c1nn(-c2ccc(OC)cc2C(=O)N2Cc3ccccc3C[C@H]2CO)c(C)c1Cl, predict the reactants needed to synthesize it. (6) Given the product COc1ccc(C(C)(O)C(F)(F)F)c(CCOC(C)=O)c1, predict the reactants needed to synthesize it. The reactants are: COc1ccc(C(C)(O[Si](C)(C)C)C(F)(F)F)c(CCOC(C)=O)c1.